This data is from Full USPTO retrosynthesis dataset with 1.9M reactions from patents (1976-2016). The task is: Predict the reactants needed to synthesize the given product. (1) Given the product [OH:2][CH:1]([C:3]1[CH:13]=[C:7]([C:8]([O:10][CH2:11][CH3:12])=[O:9])[CH:6]=[C:5]([CH:4]=1)[C:14]([O:16][CH2:17][CH3:18])=[O:15])[CH3:19], predict the reactants needed to synthesize it. The reactants are: [CH:1]([C:3]1[CH:4]=[C:5]([C:14]([O:16][CH2:17][CH3:18])=[O:15])[CH:6]=[C:7]([CH:13]=1)[C:8]([O:10][CH2:11][CH3:12])=[O:9])=[O:2].[CH3:19][Mg+].[Br-]. (2) Given the product [CH3:16][O:17][C:18]([C:20]1[N:21]=[N:22][N:23]([CH2:25][CH2:26][N:27]2[CH2:2][C:3]3[C:4](=[CH:9][CH:10]=[C:11]([O:13][CH3:14])[CH:12]=3)[C:5]2=[O:7])[CH:24]=1)=[O:19], predict the reactants needed to synthesize it. The reactants are: Br[CH2:2][C:3]1[CH:12]=[C:11]([O:13][CH3:14])[CH:10]=[CH:9][C:4]=1[C:5]([O:7]C)=O.Cl.[CH3:16][O:17][C:18]([C:20]1[N:21]=[N:22][N:23]([CH2:25][CH2:26][NH2:27])[CH:24]=1)=[O:19]. (3) Given the product [O:49]=[C:47]1[NH:46][C:45](=[O:50])[CH:44]([CH2:43][C:42]2[CH:41]=[CH:40][C:39]([O:38][CH2:37][C:35]3[N:34]([CH3:53])[C:33]4[CH:54]=[C:29]([O:28][C:27]5[CH:55]=[CH:56][C:24]([NH:23][C:18]([C:9]6[CH:10]=[CH:11][C:12]7[C:17](=[CH:16][CH:15]=[CH:14][CH:13]=7)[CH:8]=6)=[O:19])=[CH:25][CH:26]=5)[CH:30]=[CH:31][C:32]=4[N:36]=3)=[CH:52][CH:51]=2)[S:48]1, predict the reactants needed to synthesize it. The reactants are: C(N(CC)CC)C.[CH:8]1[C:17]2[C:12](=[CH:13][CH:14]=[CH:15][CH:16]=2)[CH:11]=[CH:10][C:9]=1[C:18](Cl)=[O:19].Cl.Cl.[NH2:23][C:24]1[CH:56]=[CH:55][C:27]([O:28][C:29]2[CH:30]=[CH:31][C:32]3[N:36]=[C:35]([CH2:37][O:38][C:39]4[CH:52]=[CH:51][C:42]([CH2:43][CH:44]5[S:48][C:47](=[O:49])[NH:46][C:45]5=[O:50])=[CH:41][CH:40]=4)[N:34]([CH3:53])[C:33]=3[CH:54]=2)=[CH:26][CH:25]=1. (4) Given the product [CH2:46]([O:33][C:32]([C:13]1[N:12]([C:9]2[CH:8]=[CH:7][C:6]([O:5][CH:2]([CH3:4])[CH3:3])=[CH:11][CH:10]=2)[C:20]2[C:15]([C:14]=1[Br:75])=[CH:16][C:17]([O:21][C:22]1[CH:27]=[CH:26][C:25]([C:28]([F:29])([F:30])[F:31])=[CH:24][CH:23]=1)=[CH:18][CH:19]=2)=[O:34])[CH3:65], predict the reactants needed to synthesize it. The reactants are: O.[CH:2]([O:5][C:6]1[CH:11]=[CH:10][C:9]([N:12]2[C:20]3[C:15](=[CH:16][C:17]([O:21][C:22]4[CH:27]=[CH:26][C:25]([C:28]([F:31])([F:30])[F:29])=[CH:24][CH:23]=4)=[CH:18][CH:19]=3)[CH:14]=[C:13]2[C:32]([OH:34])=[O:33])=[CH:8][CH:7]=1)([CH3:4])[CH3:3].C(OC1C=CC(N2C3C(=CC(OC4C=CC(C(F)(F)F)=CC=4)=CC=3)C=[C:46]2[C:65](O)=O)=CC=1)(C)C.C1C(=O)N([Br:75])C(=O)C1.[O-]S([O-])(=S)=O.[Na+].[Na+]. (5) Given the product [I:11][C:5]1[CH:6]=[C:7]([N+:8]([O-:10])=[O:9])[C:2]([NH:13][CH2:14][C:15]([O:17][CH3:18])=[O:16])=[N:3][CH:4]=1, predict the reactants needed to synthesize it. The reactants are: Cl[C:2]1[C:7]([N+:8]([O-:10])=[O:9])=[CH:6][C:5]([I:11])=[CH:4][N:3]=1.Cl.[NH2:13][CH2:14][C:15]([O:17][CH3:18])=[O:16].C(N(CC)CC)C.